From a dataset of Reaction yield outcomes from USPTO patents with 853,638 reactions. Predict the reaction yield, written as a fraction of the theoretical maximum amount of product (1.0 means a 100% yield; for example, 0.34 means a 34% yield). (1) The reactants are Cl.[CH3:2][NH:3][O:4][CH3:5].F[P-](F)(F)(F)(F)F.C[N+](C)=C(N(C)C)ON1C2N=CC=CC=2N=N1.C(N(CC)C(C)C)(C)C.[Br:39][C:40]1[CH:41]=[CH:42][C:43]([C:46]([OH:48])=O)=[N:44][CH:45]=1. The catalyst is CN(C)C=O. The product is [Br:39][C:40]1[CH:41]=[CH:42][C:43]([C:46]([N:3]([O:4][CH3:5])[CH3:2])=[O:48])=[N:44][CH:45]=1. The yield is 0.600. (2) The reactants are [CH:1]([S:4][C:5]1[CH:14]=[C:13]2[C:8]([CH:9]=[C:10]([NH:15][C:16]([CH:18]3[CH2:20][CH2:19]3)=[O:17])[N:11]=[CH:12]2)=[CH:7][CH:6]=1)([CH3:3])[CH3:2].[OH:21]OS([O-])=O.[K+].[OH2:27]. The catalyst is CO. The product is [CH:1]([S:4]([C:5]1[CH:14]=[C:13]2[C:8]([CH:9]=[C:10]([NH:15][C:16]([CH:18]3[CH2:20][CH2:19]3)=[O:17])[N:11]=[CH:12]2)=[CH:7][CH:6]=1)=[O:21])([CH3:3])[CH3:2].[CH:1]([S:4]([C:5]1[CH:14]=[C:13]2[C:8]([CH:9]=[C:10]([NH:15][C:16]([CH:18]3[CH2:20][CH2:19]3)=[O:17])[N:11]=[CH:12]2)=[CH:7][CH:6]=1)(=[O:21])=[O:27])([CH3:3])[CH3:2]. The yield is 0.247.